This data is from Catalyst prediction with 721,799 reactions and 888 catalyst types from USPTO. The task is: Predict which catalyst facilitates the given reaction. Reactant: FC(F)(F)C(O)=O.[C:8]([NH:12][C:13]([C:15]1[CH:19]=[C:18]([C:20]2[CH:25]=[N:24][C:23]([NH:26]C(OC(C)(C)C)=O)=[CH:22][N:21]=2)[N:17]([C:34]2[CH:35]=[N:36][CH:37]=[CH:38][CH:39]=2)[N:16]=1)=[O:14])([CH3:11])([CH3:10])[CH3:9].C(=O)(O)[O-].[Na+].C(Cl)(Cl)Cl. Product: [C:8]([NH:12][C:13]([C:15]1[CH:19]=[C:18]([C:20]2[CH:25]=[N:24][C:23]([NH2:26])=[CH:22][N:21]=2)[N:17]([C:34]2[CH:35]=[N:36][CH:37]=[CH:38][CH:39]=2)[N:16]=1)=[O:14])([CH3:11])([CH3:9])[CH3:10]. The catalyst class is: 4.